From a dataset of Reaction yield outcomes from USPTO patents with 853,638 reactions. Predict the reaction yield, written as a fraction of the theoretical maximum amount of product (1.0 means a 100% yield; for example, 0.34 means a 34% yield). (1) The catalyst is O.[Pd]. The yield is 0.960. The product is [NH:5]1[CH:1]=[C:2]([CH2:6][CH2:7][C:8]([OH:10])=[O:9])[N:3]=[CH:4]1. The reactants are [CH:1]1[N:5]=[CH:4][NH:3][C:2]=1/[CH:6]=[CH:7]/[C:8]([OH:10])=[O:9]. (2) The reactants are Cl[CH2:2][CH2:3][N:4]1[CH2:8][CH2:7][CH2:6][S:5]1(=[O:10])=[O:9].[Br:11][C:12]1[CH:13]=[C:14]([OH:18])[CH:15]=[N:16][CH:17]=1.C([O-])([O-])=O.[K+].[K+].C([O-])(O)=O.[Na+]. The catalyst is CN(C=O)C.CCOC(C)=O. The product is [Br:11][C:12]1[CH:17]=[N:16][CH:15]=[C:14]([O:18][CH2:2][CH2:3][N:4]2[CH2:8][CH2:7][CH2:6][S:5]2(=[O:10])=[O:9])[CH:13]=1. The yield is 0.200. (3) The reactants are [CH3:1][S:2](Cl)(=[O:4])=[O:3].[F:6][CH:7]([F:39])[C:8]1[N:12]([C:13]2[N:18]=[C:17]([N:19]3[CH2:24][CH2:23][NH:22][CH2:21][CH2:20]3)[N:16]=[C:15]([N:25]3[CH2:31][CH:30]4[O:32][CH:27]([CH2:28][CH2:29]4)[CH2:26]3)[N:14]=2)[C:11]2[CH:33]=[CH:34][CH:35]=[C:36]([O:37][CH3:38])[C:10]=2[N:9]=1.C([O-])([O-])=O.[K+].[K+].O. The catalyst is C(Cl)Cl. The product is [F:39][CH:7]([F:6])[C:8]1[N:12]([C:13]2[N:18]=[C:17]([N:19]3[CH2:24][CH2:23][N:22]([S:2]([CH3:1])(=[O:4])=[O:3])[CH2:21][CH2:20]3)[N:16]=[C:15]([N:25]3[CH2:31][CH:30]4[O:32][CH:27]([CH2:28][CH2:29]4)[CH2:26]3)[N:14]=2)[C:11]2[CH:33]=[CH:34][CH:35]=[C:36]([O:37][CH3:38])[C:10]=2[N:9]=1. The yield is 0.890.